This data is from M1 muscarinic receptor antagonist screen with 61,756 compounds. The task is: Binary Classification. Given a drug SMILES string, predict its activity (active/inactive) in a high-throughput screening assay against a specified biological target. (1) The result is 0 (inactive). The molecule is s1c(nnc1NC(=O)Nc1c(OC)cccc1)C(C)C. (2) The compound is P1(=O)(Nn2cnnc2)C=C(OC(=C1)c1ccccc1)c1ccccc1. The result is 0 (inactive). (3) The molecule is s1c(CNCc2c(OC)cccc2)ccc1. The result is 0 (inactive).